This data is from Full USPTO retrosynthesis dataset with 1.9M reactions from patents (1976-2016). The task is: Predict the reactants needed to synthesize the given product. (1) Given the product [CH2:22]([O:21][CH2:20][CH2:19][O:18][C:16]([CH:15]([N:1]1[CH:5]=[CH:4][CH:3]=[C:2]1[CH:6]=[O:7])[CH2:24][CH3:25])=[O:17])[CH3:23], predict the reactants needed to synthesize it. The reactants are: [NH:1]1[CH:5]=[CH:4][CH:3]=[C:2]1[CH:6]=[O:7].C(=O)([O-])[O-].[K+].[K+].Br[CH:15]([CH2:24][CH3:25])[C:16]([O:18][CH2:19][CH2:20][O:21][CH2:22][CH3:23])=[O:17].O. (2) Given the product [Cl:1][C:2]1[C:3]([O:20][CH:21]([CH3:23])[CH3:22])=[C:4]([C:17](=[O:19])[CH3:18])[CH:5]=[C:6]2[C:11]=1[O:10][C:9]([CH3:12])([CH3:13])[CH:8]=[C:7]2[CH:14]([CH3:16])[CH3:15], predict the reactants needed to synthesize it. The reactants are: [Cl:1][C:2]1[C:3]([O:20][CH:21]([CH3:23])[CH3:22])=[C:4]([CH:17]([OH:19])[CH3:18])[CH:5]=[C:6]2[C:11]=1[O:10][C:9]([CH3:13])([CH3:12])[CH:8]=[C:7]2[CH:14]([CH3:16])[CH3:15].C([N+](CCC)(CCC)CCC)CC.C[N+]1([O-])CCOCC1. (3) Given the product [CH2:22]([N:19]1[CH2:20][CH2:21][CH:16]([CH2:15][CH:7]2[CH2:6][C:5]3[C:9](=[CH:10][C:11]([O:12][CH3:13])=[C:3]([O:2][CH3:1])[CH:4]=3)[C:8]2=[O:14])[CH2:17][CH2:18]1)[C:23]1[CH:28]=[CH:27][CH:26]=[CH:25][CH:24]=1, predict the reactants needed to synthesize it. The reactants are: [CH3:1][O:2][C:3]1[CH:4]=[C:5]2[C:9](=[CH:10][C:11]=1[O:12][CH3:13])[C:8](=[O:14])[CH:7]([CH2:15][CH:16]1[CH2:21][CH2:20][NH:19][CH2:18][CH2:17]1)[CH2:6]2.[CH2:22](Cl)[C:23]1[CH:28]=[CH:27][CH:26]=[CH:25][CH:24]=1.C(=O)([O-])[O-].[K+].[K+]. (4) Given the product [C:1]([O:5][C:6]([NH:8][C@H:9]1[CH2:15][CH2:14][C@@H:13]([O:16][Si:18]([C:21]([CH3:24])([CH3:23])[CH3:22])([CH3:20])[CH3:19])[CH2:12][NH:11][C:10]1=[O:17])=[O:7])([CH3:4])([CH3:2])[CH3:3], predict the reactants needed to synthesize it. The reactants are: [C:1]([O:5][C:6]([NH:8][C@H:9]1[CH2:15][CH2:14][C@@H:13]([OH:16])[CH2:12][NH:11][C:10]1=[O:17])=[O:7])([CH3:4])([CH3:3])[CH3:2].[Si:18](Cl)([C:21]([CH3:24])([CH3:23])[CH3:22])([CH3:20])[CH3:19].N1C=CN=C1. (5) Given the product [CH2:1]([C@@H:8]([C:9]([NH:32][C:29]1[S:30][CH:31]=[C:27]([CH2:20][C:21]2[CH:22]=[CH:23][CH:24]=[CH:25][CH:26]=2)[N:28]=1)=[O:11])[CH2:12][C:13]([OH:15])=[O:14])[C:2]1[CH:3]=[CH:4][CH:5]=[CH:6][CH:7]=1, predict the reactants needed to synthesize it. The reactants are: [CH2:1]([C@H:8]([CH2:12][C:13]([O:15]C(C)(C)C)=[O:14])[C:9]([OH:11])=O)[C:2]1[CH:7]=[CH:6][CH:5]=[CH:4][CH:3]=1.[CH2:20]([C:27]1[N:28]=[C:29]([NH2:32])[S:30][CH:31]=1)[C:21]1[CH:26]=[CH:25][CH:24]=[CH:23][CH:22]=1.